This data is from Forward reaction prediction with 1.9M reactions from USPTO patents (1976-2016). The task is: Predict the product of the given reaction. Given the reactants C[O:2][C:3]1[CH:8]=[CH:7][C:6]([C@H:9](/[CH:16]=[CH:17]/[CH3:18])[CH2:10][C:11]([O:13][CH2:14][CH3:15])=[O:12])=[C:5]([CH3:19])[CH:4]=1.C(Cl)Cl.B(Br)(Br)Br, predict the reaction product. The product is: [OH:2][C:3]1[CH:8]=[CH:7][C:6]([C@H:9](/[CH:16]=[CH:17]/[CH3:18])[CH2:10][C:11]([O:13][CH2:14][CH3:15])=[O:12])=[C:5]([CH3:19])[CH:4]=1.